From a dataset of Forward reaction prediction with 1.9M reactions from USPTO patents (1976-2016). Predict the product of the given reaction. (1) Given the reactants [Cl:1][C:2]1[CH:7]=[CH:6][C:5]([CH:8]([C:13]2[C:21]3[C:16](=[C:17]([CH2:23][S:24][CH3:25])[CH:18]=[C:19]([F:22])[CH:20]=3)[NH:15][CH:14]=2)[CH2:9][CH2:10][C:11]#[N:12])=[C:4]([F:26])[CH:3]=1.ClCCl.ClC1C=CC=C(C(OO)=[O:38])C=1, predict the reaction product. The product is: [Cl:1][C:2]1[CH:7]=[CH:6][C:5]([CH:8]([C:13]2[C:21]3[C:16](=[C:17]([CH2:23][S:24]([CH3:25])=[O:38])[CH:18]=[C:19]([F:22])[CH:20]=3)[NH:15][CH:14]=2)[CH2:9][CH2:10][C:11]#[N:12])=[C:4]([F:26])[CH:3]=1. (2) Given the reactants [CH3:1][S:2]([O-:5])(=[O:4])=[O:3].[CH3:6][NH3+:7].[C:8]([C:11]1[S:12][CH:13]=[CH:14][CH:15]=1)(=[O:10])[CH3:9].[CH2:16]=O, predict the reaction product. The product is: [S:2]([OH:5])(=[O:4])(=[O:3])[CH3:1].[CH3:6][NH:7][CH2:16][CH2:9][C:8]([C:11]1[S:12][CH:13]=[CH:14][CH:15]=1)=[O:10]. (3) Given the reactants FC(F)(F)S(OS(C(F)(F)F)(=O)=O)(=O)=O.[F:16][C:17]([F:21])([F:20])[CH2:18]O.C(N(CC)CC)C.[C:29]([C:33]1[CH:38]=[CH:37][C:36](/[CH:39]=[C:40](/[C:42]2[CH:46]=[C:45]([CH3:47])[N:44]([CH2:48][C:49]3[CH:54]=[CH:53][N:52]=[C:51]([N:55]4[CH2:60][CH2:59][NH:58][CH2:57][CH2:56]4)[CH:50]=3)[N:43]=2)\[F:41])=[CH:35][CH:34]=1)([CH3:32])([CH3:31])[CH3:30], predict the reaction product. The product is: [C:29]([C:33]1[CH:38]=[CH:37][C:36](/[CH:39]=[C:40](/[C:42]2[CH:46]=[C:45]([CH3:47])[N:44]([CH2:48][C:49]3[CH:54]=[CH:53][N:52]=[C:51]([N:55]4[CH2:60][CH2:59][N:58]([CH2:18][C:17]([F:21])([F:20])[F:16])[CH2:57][CH2:56]4)[CH:50]=3)[N:43]=2)\[F:41])=[CH:35][CH:34]=1)([CH3:32])([CH3:30])[CH3:31]. (4) Given the reactants [F:1][C:2]([F:28])([F:27])[C:3]([NH:5][C@H:6]([C@@H:9]([C@@H:11]([CH2:13][CH2:14][CH2:15][CH2:16][CH2:17][CH2:18][CH2:19][CH2:20][CH2:21][CH2:22][CH2:23][CH2:24][CH2:25][CH3:26])[OH:12])[OH:10])[CH2:7][OH:8])=[O:4].[Si:29](Cl)([C:42]([CH3:45])([CH3:44])[CH3:43])([C:36]1[CH:41]=[CH:40][CH:39]=[CH:38][CH:37]=1)[C:30]1[CH:35]=[CH:34][CH:33]=[CH:32][CH:31]=1, predict the reaction product. The product is: [Si:29]([O:8][CH2:7][C@@H:6]([C@@H:9]([C@@H:11]([CH2:13][CH2:14][CH2:15][CH2:16][CH2:17][CH2:18][CH2:19][CH2:20][CH2:21][CH2:22][CH2:23][CH2:24][CH2:25][CH3:26])[OH:12])[OH:10])[NH:5][C:3](=[O:4])[C:2]([F:27])([F:28])[F:1])([C:42]([CH3:45])([CH3:44])[CH3:43])([C:36]1[CH:37]=[CH:38][CH:39]=[CH:40][CH:41]=1)[C:30]1[CH:35]=[CH:34][CH:33]=[CH:32][CH:31]=1.